Task: Predict the product of the given reaction.. Dataset: Forward reaction prediction with 1.9M reactions from USPTO patents (1976-2016) (1) Given the reactants [H][H].C(OC([N:13]1[C:21]2[C:16](=[CH:17][CH:18]=[CH:19][CH:20]=2)[CH2:15][CH:14]1[CH2:22][C:23](=[O:30])[CH2:24][C:25]([O:27][CH2:28][CH3:29])=[O:26])=O)C1C=CC=CC=1.C(OC(N1C[C@H](OC)C[C@H]1CC(=O)CC(OCC)=O)=O)C1C=CC=CC=1, predict the reaction product. The product is: [CH2:28]([O:27][C:25]([CH2:24][C:23](=[O:30])[CH2:22][CH:14]1[CH2:15][C:16]2[C:21](=[CH:20][CH:19]=[CH:18][CH:17]=2)[NH:13]1)=[O:26])[CH3:29]. (2) Given the reactants [C:1]([C:4]1[CH:9]=[CH:8][CH:7]=[CH:6][C:5]=1[CH:10]1[CH2:13][N:12]([C:14]([O:16][C:17]([CH3:20])([CH3:19])[CH3:18])=[O:15])[CH2:11]1)(=[O:3])[CH3:2].[BH4-].[Na+], predict the reaction product. The product is: [OH:3][C@H:1]([C:4]1[CH:9]=[CH:8][CH:7]=[CH:6][C:5]=1[CH:10]1[CH2:11][N:12]([C:14]([O:16][C:17]([CH3:18])([CH3:20])[CH3:19])=[O:15])[CH2:13]1)[CH3:2]. (3) Given the reactants [CH3:1][C:2]1[CH:10]=[CH:9][CH:8]=[C:7]2[C:3]=1[CH:4]=[CH:5][NH:6]2.[O:11]1CC[CH2:13][CH2:12]1.[C:16](Cl)(=[O:20])[C:17](Cl)=[O:18], predict the reaction product. The product is: [CH3:1][C:2]1[CH:10]=[CH:9][CH:8]=[C:7]2[C:3]=1[C:4]([C:16](=[O:20])[C:17]([O:11][CH2:12][CH3:13])=[O:18])=[CH:5][NH:6]2. (4) Given the reactants [H-].[Na+].[CH2:3]([OH:8])[CH2:4][CH2:5][CH2:6][OH:7].Cl[C:10]1[C:14]([C:15]2[CH:20]=[CH:19][C:18]([Cl:21])=[C:17]([Cl:22])[CH:16]=2)=[N:13][S:12][N:11]=1.C(=O)(O)[O-].[Na+], predict the reaction product. The product is: [Cl:22][C:17]1[CH:16]=[C:15]([C:14]2[C:10]([O:7][CH2:6][CH2:5][CH2:4][CH2:3][OH:8])=[N:11][S:12][N:13]=2)[CH:20]=[CH:19][C:18]=1[Cl:21]. (5) Given the reactants [Cl:1][C:2]1[CH:7]=[CH:6][C:5]([F:8])=[C:4]([O:9][CH3:10])[CH:3]=1.C([Li])(CC)C.[CH3:16][S:17]SC, predict the reaction product. The product is: [Cl:1][C:2]1[CH:7]=[C:6]([S:17][CH3:16])[C:5]([F:8])=[C:4]([O:9][CH3:10])[CH:3]=1. (6) The product is: [C:49]([C:47]1[CH:48]=[C:44]([NH:43][C:42]([NH:31][C@@H:24]2[C:25]3[C:30](=[CH:29][CH:28]=[CH:27][CH:26]=3)[C@H:21]([O:20][C:17]3[CH:18]=[CH:19][C:14]4[N:15]([C:11]([N:8]5[CH2:9][CH2:10][C@H:6]([O:5][Si:4]([CH:1]([CH3:3])[CH3:2])([CH:32]([CH3:34])[CH3:33])[CH:35]([CH3:37])[CH3:36])[CH2:7]5)=[N:12][N:13]=4)[CH:16]=3)[CH2:22][CH2:23]2)=[O:41])[N:45]([C:53]2[CH:58]=[CH:57][C:56]([CH3:59])=[CH:55][CH:54]=2)[N:46]=1)([CH3:52])([CH3:50])[CH3:51]. Given the reactants [CH:1]([Si:4]([CH:35]([CH3:37])[CH3:36])([CH:32]([CH3:34])[CH3:33])[O:5][C@H:6]1[CH2:10][CH2:9][N:8]([C:11]2[N:15]3[CH:16]=[C:17]([O:20][C@H:21]4[C:30]5[C:25](=[CH:26][CH:27]=[CH:28][CH:29]=5)[C@@H:24]([NH2:31])[CH2:23][CH2:22]4)[CH:18]=[CH:19][C:14]3=[N:13][N:12]=2)[CH2:7]1)([CH3:3])[CH3:2].ClC(Cl)(Cl)C[O:41][C:42](=O)[NH:43][C:44]1[N:45]([C:53]2[CH:58]=[CH:57][C:56]([CH3:59])=[CH:55][CH:54]=2)[N:46]=[C:47]([C:49]([CH3:52])([CH3:51])[CH3:50])[CH:48]=1.CCN(C(C)C)C(C)C.N, predict the reaction product. (7) Given the reactants Cl[C:2]1[N:7]=[CH:6][C:5]([C:8]2[S:9][C:10]3[CH2:16][CH2:15][N:14]([CH:17]4[CH2:20][CH2:19][CH2:18]4)[CH2:13][CH2:12][C:11]=3[N:21]=2)=[CH:4][CH:3]=1.[NH:22]1[CH2:26][CH2:25][CH2:24][CH2:23]1.C(=O)([O-])[O-].[K+].[K+].Cl, predict the reaction product. The product is: [CH:17]1([N:14]2[CH2:15][CH2:16][C:10]3[S:9][C:8]([C:5]4[CH:6]=[N:7][C:2]([N:22]5[CH2:26][CH2:25][CH2:24][CH2:23]5)=[CH:3][CH:4]=4)=[N:21][C:11]=3[CH2:12][CH2:13]2)[CH2:20][CH2:19][CH2:18]1.